From a dataset of Full USPTO retrosynthesis dataset with 1.9M reactions from patents (1976-2016). Predict the reactants needed to synthesize the given product. (1) Given the product [Br:1][C:2]1[CH:7]=[CH:6][CH:5]=[CH:4][C:3]=1[C:8]1[N:33]([CH3:32])[C:35]2[C:40]([C:9]=1[CH2:10][CH2:11][CH2:12][N:13]1[CH2:18][CH2:17][CH:16]([C:19]3[CH:20]=[C:21]([NH:25][C:26](=[O:30])[CH:27]([CH3:29])[CH3:28])[CH:22]=[CH:23][CH:24]=3)[CH2:15][CH2:14]1)=[CH:39][CH:38]=[CH:37][CH:36]=2, predict the reactants needed to synthesize it. The reactants are: [Br:1][C:2]1[CH:7]=[CH:6][CH:5]=[CH:4][C:3]=1[C:8](=O)[CH2:9][CH2:10][CH2:11][CH2:12][N:13]1[CH2:18][CH2:17][CH:16]([C:19]2[CH:20]=[C:21]([NH:25][C:26](=[O:30])[CH:27]([CH3:29])[CH3:28])[CH:22]=[CH:23][CH:24]=2)[CH2:15][CH2:14]1.[CH3:32][N:33]([C:35]1[CH:40]=[CH:39][CH:38]=[CH:37][CH:36]=1)N. (2) Given the product [CH2:1]([C:3]1[O:7][C:6]2[C:8]3[C:9]4[CH:17]=[CH:16][C:15]([O:18][CH3:19])=[CH:14][C:10]=4[C:11](=[O:12])[NH:13][C:20]=3[CH2:24][CH:23]=[C:22]([CH2:39][CH3:40])[C:5]=2[CH:4]=1)[CH3:2], predict the reactants needed to synthesize it. The reactants are: [CH2:1]([C:3]1[O:7][C:6]([CH:8]([C:20]2O[C:22](CC)=[CH:23][CH:24]=2)[C:9]2[CH:17]=[CH:16][C:15]([O:18][CH3:19])=[CH:14][C:10]=2[C:11]([NH2:13])=[O:12])=[CH:5][CH:4]=1)[CH3:2].C1(C)C=CC(S(O)(=O)=O)=CC=1.Cl[CH2:39][CH2:40]Cl. (3) Given the product [CH3:41][CH:19]1[NH:18][C:10]2([C:11]3[C:16](=[CH:15][CH:14]=[C:13]([C:32]4[CH:37]=[CH:36][CH:35]=[CH:34][CH:33]=4)[CH:12]=3)[NH:8][C:9]2=[O:31])[C:23]2[NH:24][C:25]3[C:30]([C:22]=2[CH2:21][CH2:20]1)=[CH:29][CH:28]=[CH:27][CH:26]=3, predict the reactants needed to synthesize it. The reactants are: C([N:8]1[C:16]2[C:11](=[CH:12][C:13](Cl)=[CH:14][CH:15]=2)[C:10]2([C:23]3[NH:24][C:25]4[C:30]([C:22]=3[CH2:21][CH2:20][CH2:19][NH:18]2)=[CH:29][CH:28]=[CH:27][CH:26]=4)[C:9]1=[O:31])C1C=CC=CC=1.[C:32]1(B(O)O)[CH:37]=[CH:36][CH:35]=[CH:34][CH:33]=1.[C:41](=O)(O)[O-].[Na+]. (4) The reactants are: [Cl:1][C:2]1[CH:3]=[CH:4][C:5]([NH:8][C:9](=[O:26])[C:10]2[CH:15]=[CH:14][CH:13]=[CH:12][C:11]=2[NH:16][C:17]([N:19]2[CH2:24][CH2:23][C:22](=O)[CH2:21][CH2:20]2)=[O:18])=[N:6][CH:7]=1.[NH:27]1[CH2:31][CH2:30][CH2:29][CH2:28]1. Given the product [Cl:1][C:2]1[CH:3]=[CH:4][C:5]([NH:8][C:9](=[O:26])[C:10]2[CH:15]=[CH:14][CH:13]=[CH:12][C:11]=2[NH:16][C:17]([N:19]2[CH2:24][CH2:23][CH:22]([N:27]3[CH2:31][CH2:30][CH2:29][CH2:28]3)[CH2:21][CH2:20]2)=[O:18])=[N:6][CH:7]=1, predict the reactants needed to synthesize it. (5) Given the product [C:29]([O:33][C:34]([N:36]1[CH2:37][CH:38]2[O:44][CH:42]([CH2:41][N:40]([CH2:15][CH2:14][N:10]([CH2:9][CH2:8][O:7][C:6]3[CH:5]=[CH:4][C:3]([C:1]#[N:2])=[CH:28][CH:27]=3)[C:11]([NH2:13])=[O:12])[CH2:39]2)[CH2:43]1)=[O:35])([CH3:32])([CH3:30])[CH3:31], predict the reactants needed to synthesize it. The reactants are: [C:1]([C:3]1[CH:28]=[CH:27][C:6]([O:7][CH2:8][CH2:9][N:10]([CH2:14][CH2:15]OS(C2C=CC(C)=CC=2)(=O)=O)[C:11]([NH2:13])=[O:12])=[CH:5][CH:4]=1)#[N:2].[C:29]([O:33][C:34]([N:36]1[CH2:43][CH:42]2[O:44][CH:38]([CH2:39][NH:40][CH2:41]2)[CH2:37]1)=[O:35])([CH3:32])([CH3:31])[CH3:30].C([O-])([O-])=O.[K+].[K+].[Br-].[Li+]. (6) Given the product [C:16]1([CH3:21])[CH:15]=[CH:14][C:19]([O:20][CH2:2][CH2:3][CH2:4][CH2:5][CH2:6][CH2:7][CH2:8][CH2:9][CH2:10][CH2:11][CH2:12][OH:13])=[CH:18][CH:17]=1, predict the reactants needed to synthesize it. The reactants are: Br[CH2:2][CH2:3][CH2:4][CH2:5][CH2:6][CH2:7][CH2:8][CH2:9][CH2:10][CH2:11][CH2:12][OH:13].[CH:14]1[C:19]([OH:20])=[CH:18][CH:17]=[C:16]([CH3:21])[CH:15]=1.[OH-].[K+].O. (7) Given the product [Cl:1][C:2]1[CH:18]=[CH:17][C:5]2[CH2:6][CH2:7][N:8]([C:11](=[O:16])[C:12]([F:15])([F:14])[F:13])[CH2:9][CH2:10][C:4]=2[C:3]=1[NH:39][CH2:38][C:37]1[CH:36]=[CH:35][C:34]([NH:33][C:31]([C@@H:29]2[CH2:30][C@H:28]2[CH3:27])=[O:32])=[CH:41][CH:40]=1, predict the reactants needed to synthesize it. The reactants are: [Cl:1][C:2]1[CH:18]=[CH:17][C:5]2[CH2:6][CH2:7][N:8]([C:11](=[O:16])[C:12]([F:15])([F:14])[F:13])[CH2:9][CH2:10][C:4]=2[C:3]=1OS(C(F)(F)F)(=O)=O.[CH3:27][C@@H:28]1[CH2:30][C@H:29]1[C:31]([NH:33][C:34]1[CH:41]=[CH:40][C:37]([CH2:38][NH2:39])=[CH:36][CH:35]=1)=[O:32].